The task is: Regression. Given two drug SMILES strings and cell line genomic features, predict the synergy score measuring deviation from expected non-interaction effect.. This data is from NCI-60 drug combinations with 297,098 pairs across 59 cell lines. (1) Drug 1: C1=CN(C(=O)N=C1N)C2C(C(C(O2)CO)O)O.Cl. Drug 2: CC1=C2C(C(=O)C3(C(CC4C(C3C(C(C2(C)C)(CC1OC(=O)C(C(C5=CC=CC=C5)NC(=O)OC(C)(C)C)O)O)OC(=O)C6=CC=CC=C6)(CO4)OC(=O)C)O)C)O. Cell line: UACC62. Synergy scores: CSS=17.4, Synergy_ZIP=-7.81, Synergy_Bliss=0.691, Synergy_Loewe=-2.33, Synergy_HSA=-0.471. (2) Drug 1: CC12CCC3C(C1CCC2O)C(CC4=C3C=CC(=C4)O)CCCCCCCCCS(=O)CCCC(C(F)(F)F)(F)F. Drug 2: B(C(CC(C)C)NC(=O)C(CC1=CC=CC=C1)NC(=O)C2=NC=CN=C2)(O)O. Cell line: NCI-H522. Synergy scores: CSS=32.6, Synergy_ZIP=0.141, Synergy_Bliss=-0.330, Synergy_Loewe=-32.3, Synergy_HSA=-1.05. (3) Drug 1: C1=CC(=CC=C1CCC2=CNC3=C2C(=O)NC(=N3)N)C(=O)NC(CCC(=O)O)C(=O)O. Drug 2: CC12CCC3C(C1CCC2OP(=O)(O)O)CCC4=C3C=CC(=C4)OC(=O)N(CCCl)CCCl.[Na+]. Cell line: IGROV1. Synergy scores: CSS=22.7, Synergy_ZIP=-8.23, Synergy_Bliss=-5.29, Synergy_Loewe=-30.3, Synergy_HSA=-3.58. (4) Drug 2: COCCOC1=C(C=C2C(=C1)C(=NC=N2)NC3=CC=CC(=C3)C#C)OCCOC.Cl. Synergy scores: CSS=4.76, Synergy_ZIP=-0.918, Synergy_Bliss=2.65, Synergy_Loewe=4.18, Synergy_HSA=1.42. Drug 1: C1C(C(OC1N2C=NC3=C2NC=NCC3O)CO)O. Cell line: COLO 205. (5) Drug 1: C1=CC=C(C=C1)NC(=O)CCCCCCC(=O)NO. Drug 2: CC1CCCC2(C(O2)CC(NC(=O)CC(C(C(=O)C(C1O)C)(C)C)O)C(=CC3=CSC(=N3)C)C)C. Cell line: BT-549. Synergy scores: CSS=46.1, Synergy_ZIP=1.65, Synergy_Bliss=1.08, Synergy_Loewe=-22.1, Synergy_HSA=1.79. (6) Drug 1: CC12CCC3C(C1CCC2=O)CC(=C)C4=CC(=O)C=CC34C. Drug 2: C1CN(P(=O)(OC1)NCCCl)CCCl. Cell line: UO-31. Synergy scores: CSS=31.6, Synergy_ZIP=-7.07, Synergy_Bliss=-4.41, Synergy_Loewe=-9.92, Synergy_HSA=-4.08. (7) Drug 1: CNC(=O)C1=NC=CC(=C1)OC2=CC=C(C=C2)NC(=O)NC3=CC(=C(C=C3)Cl)C(F)(F)F. Drug 2: C1=CC=C(C(=C1)C(C2=CC=C(C=C2)Cl)C(Cl)Cl)Cl. Cell line: SW-620. Synergy scores: CSS=-23.5, Synergy_ZIP=17.8, Synergy_Bliss=11.2, Synergy_Loewe=-16.5, Synergy_HSA=-15.5. (8) Drug 1: C1=NC(=NC(=O)N1C2C(C(C(O2)CO)O)O)N. Drug 2: CN(C(=O)NC(C=O)C(C(C(CO)O)O)O)N=O. Cell line: OVCAR-8. Synergy scores: CSS=12.9, Synergy_ZIP=-6.22, Synergy_Bliss=0.983, Synergy_Loewe=-16.9, Synergy_HSA=0.425. (9) Drug 2: B(C(CC(C)C)NC(=O)C(CC1=CC=CC=C1)NC(=O)C2=NC=CN=C2)(O)O. Drug 1: C1CC(C1)(C(=O)O)C(=O)O.[NH2-].[NH2-].[Pt+2]. Cell line: MDA-MB-231. Synergy scores: CSS=58.1, Synergy_ZIP=-0.450, Synergy_Bliss=1.95, Synergy_Loewe=-20.9, Synergy_HSA=1.99.